From a dataset of Full USPTO retrosynthesis dataset with 1.9M reactions from patents (1976-2016). Predict the reactants needed to synthesize the given product. (1) Given the product [F:1][C:2]1[CH:7]=[C:6]([C:8]([F:9])([F:10])[F:11])[CH:5]=[CH:4][C:3]=1[C@H:12]1[CH2:17][C@H:16]([C:18]2[O:22][NH:21][C:20](=[O:23])[CH:19]=2)[CH2:15][CH2:14][NH:13]1, predict the reactants needed to synthesize it. The reactants are: [F:1][C:2]1[CH:7]=[C:6]([C:8]([F:11])([F:10])[F:9])[CH:5]=[CH:4][C:3]=1[C@H:12]1[CH2:17][C@H:16]([C:18]2[O:22][NH:21][C:20](=[O:23])[CH:19]=2)[CH2:15][CH2:14][N:13]1C(OC)=O.Br. (2) Given the product [C:20]([C:17]1[CH:18]=[CH:19][C:14]([N:13]2[C:12]([C:24]3[CH:29]=[CH:28][CH:27]=[CH:26][CH:25]=3)=[N:11][N:10]=[C:9]2[C:32]2[C:33]([CH3:37])=[CH:34][CH:35]=[CH:36][C:31]=2[CH3:30])=[CH:15][CH:16]=1)([CH3:23])([CH3:22])[CH3:21], predict the reactants needed to synthesize it. The reactants are: O.C([O-])([O-])=O.[K+].[K+].Br[C:9]1[N:13]([C:14]2[CH:19]=[CH:18][C:17]([C:20]([CH3:23])([CH3:22])[CH3:21])=[CH:16][CH:15]=2)[C:12]([C:24]2[CH:29]=[CH:28][CH:27]=[CH:26][CH:25]=2)=[N:11][N:10]=1.[CH3:30][C:31]1[CH:36]=[CH:35][CH:34]=[C:33]([CH3:37])[C:32]=1B(O)O. (3) Given the product [CH2:32]([N:39]1[C:43](=[O:44])[C:42](=[C:45]2[N:49]([CH3:50])[C:48]3[CH:51]=[CH:52][CH:53]=[CH:54][C:47]=3[S:46]2)[S:41][C:40]1=[N:18][C:11]1[CH:10]=[C:9]([NH:8][C:6]([CH2:5][O:4][C:1](=[O:3])[CH3:2])=[O:7])[CH:14]=[CH:13][C:12]=1[NH:15][CH2:16][CH3:17])[C:33]1[CH:34]=[CH:35][CH:36]=[CH:37][CH:38]=1, predict the reactants needed to synthesize it. The reactants are: [C:1]([O:4][CH2:5][C:6]([NH:8][C:9]1[CH:14]=[CH:13][C:12]([NH:15][CH2:16][CH3:17])=[C:11]([N+:18]([O-])=O)[CH:10]=1)=[O:7])(=[O:3])[CH3:2].C1(C)C=CC(S([O-])(=O)=O)=CC=1.[CH2:32]([N:39]1[C:43](=[O:44])[C:42](=[C:45]2[N:49]([CH3:50])[C:48]3[CH:51]=[CH:52][CH:53]=[CH:54][C:47]=3[S:46]2)[S:41][CH2+:40]1SC)[C:33]1[CH:38]=[CH:37][CH:36]=[CH:35][CH:34]=1. (4) Given the product [CH:2]([C:6]1[CH:7]=[C:8]([NH:12][C:13]([C:15]2[C:27]3[CH2:26][C:25]4[C:20](=[CH:21][CH:22]=[CH:23][CH:24]=4)[C:19]=3[CH:18]=[CH:17][CH:16]=2)=[O:14])[CH:9]=[CH:10][CH:11]=1)=[O:1], predict the reactants needed to synthesize it. The reactants are: [O:1]1CCO[CH:2]1[C:6]1[CH:7]=[C:8]([NH:12][C:13]([C:15]2[C:27]3[CH2:26][C:25]4[C:20](=[CH:21][CH:22]=[CH:23][CH:24]=4)[C:19]=3[CH:18]=[CH:17][CH:16]=2)=[O:14])[CH:9]=[CH:10][CH:11]=1.Cl. (5) The reactants are: FC(F)(F)S(O[CH2:7][C:8]([F:19])([F:18])[C:9]([F:17])([F:16])[C:10]([F:15])([F:14])[CH:11]([F:13])[F:12])(=O)=O.[C:22](#[N:26])[CH2:23][C:24]#[N:25].C(=O)([O-])[O-].[K+].[K+]. Given the product [F:19][C:8]([F:18])([C:9]([F:16])([F:17])[C:10]([F:14])([F:15])[CH:11]([F:12])[F:13])[CH2:7][CH:23]([C:22]#[N:26])[C:24]#[N:25], predict the reactants needed to synthesize it. (6) Given the product [CH:77]1([C@H:83]2[CH2:88][CH2:87][C@H:86]([N:89]3[CH2:90][CH2:91][N:92]([C:59]4[CH:64]=[CH:63][C:62]([C:65]5[CH:70]=[CH:69][C:68]([C:71]([O:73][CH3:74])=[O:72])=[CH:67][CH:66]=5)=[CH:61][CH:60]=4)[CH2:93][CH2:94]3)[CH2:85][CH2:84]2)[CH2:78][CH2:79][CH2:80][CH2:81][CH2:82]1, predict the reactants needed to synthesize it. The reactants are: C(=O)([O-])[O-].[Cs+].[Cs+].C1(P(C2C=CC=CC=2)C2C=CC3C(=CC=CC=3)C=2C2C3C(=CC=CC=3)C=CC=2P(C2C=CC=CC=2)C2C=CC=CC=2)C=CC=CC=1.FC(F)(F)S(O[C:59]1[CH:64]=[CH:63][C:62]([C:65]2[CH:70]=[CH:69][C:68]([C:71]([O:73][CH3:74])=[O:72])=[CH:67][CH:66]=2)=[CH:61][CH:60]=1)(=O)=O.[CH:77]1([C@H:83]2[CH2:88][CH2:87][C@H:86]([N:89]3[CH2:94][CH2:93][NH:92][CH2:91][CH2:90]3)[CH2:85][CH2:84]2)[CH2:82][CH2:81][CH2:80][CH2:79][CH2:78]1.